The task is: Predict the product of the given reaction.. This data is from Forward reaction prediction with 1.9M reactions from USPTO patents (1976-2016). Given the reactants Cl[C:2]1[CH:3]=[CH:4][C:5]([N+:9]([O-:11])=[O:10])=[C:6]([CH:8]=1)[NH2:7].[CH2:12]([N:16]1[CH2:21][CH2:20][NH:19][CH2:18][CH2:17]1)[CH2:13][CH2:14][CH3:15].C(=O)([O-])[O-].[K+].[K+].O, predict the reaction product. The product is: [CH2:12]([N:16]1[CH2:21][CH2:20][N:19]([C:2]2[CH:3]=[CH:4][C:5]([N+:9]([O-:11])=[O:10])=[C:6]([NH2:7])[CH:8]=2)[CH2:18][CH2:17]1)[CH2:13][CH2:14][CH3:15].